From a dataset of Peptide-MHC class I binding affinity with 185,985 pairs from IEDB/IMGT. Regression. Given a peptide amino acid sequence and an MHC pseudo amino acid sequence, predict their binding affinity value. This is MHC class I binding data. (1) The peptide sequence is TGTNNTDKINL. The MHC is Mamu-A02 with pseudo-sequence Mamu-A02. The binding affinity (normalized) is 0.163. (2) The MHC is HLA-A26:01 with pseudo-sequence HLA-A26:01. The peptide sequence is VYDPLQPEL. The binding affinity (normalized) is 0. (3) The peptide sequence is FPIPTEVVA. The MHC is HLA-B46:01 with pseudo-sequence HLA-B46:01. The binding affinity (normalized) is 0.0847. (4) The peptide sequence is KAVRGDLNF. The MHC is HLA-A24:02 with pseudo-sequence HLA-A24:02. The binding affinity (normalized) is 0.0847.